Dataset: Catalyst prediction with 721,799 reactions and 888 catalyst types from USPTO. Task: Predict which catalyst facilitates the given reaction. (1) Reactant: [CH3:1][C:2]1[CH:3]=[C:4]([C:14]([OH:16])=O)[C:5]2[N:10]([CH:11]=1)[CH2:9][CH2:8][S:7](=[O:13])(=[O:12])[N:6]=2.[CH:17]([C:21]1[CH:27]=[CH:26][C:24]([NH2:25])=[CH:23][CH:22]=1)([CH2:19][CH3:20])[CH3:18].C1C=CC2N(O)N=NC=2C=1.CCN=C=NCCCN(C)C.Cl. Product: [CH3:1][C:2]1[CH:3]=[C:4]([C:14]([NH:25][C:24]2[CH:26]=[CH:27][C:21]([CH:17]([CH3:18])[CH2:19][CH3:20])=[CH:22][CH:23]=2)=[O:16])[C:5]2[N:10]([CH:11]=1)[CH2:9][CH2:8][S:7](=[O:12])(=[O:13])[N:6]=2. The catalyst class is: 18. (2) Reactant: [SH:1][C:2]1[S:3][C:4]([CH2:8][C:9]([OH:11])=[O:10])=[C:5]([CH3:7])[N:6]=1.[C:12]([O:16][C:17](=[O:22])[C:18](Br)([CH3:20])[CH3:19])([CH3:15])([CH3:14])[CH3:13]. Product: [C:12]([O:16][C:17](=[O:22])[C:18]([S:1][C:2]1[S:3][C:4]([CH2:8][C:9]([OH:11])=[O:10])=[C:5]([CH3:7])[N:6]=1)([CH3:20])[CH3:19])([CH3:15])([CH3:14])[CH3:13]. The catalyst class is: 273. (3) Product: [Cl:13][C:14]1[CH:15]=[CH:16][C:17]([S:20]([C:23]([C:29]2[CH:34]=[C:33]([F:35])[CH:32]=[CH:31][C:30]=2[F:36])=[CH:24][CH2:25][CH2:26][CH3:27])(=[O:22])=[O:21])=[CH:18][CH:19]=1. Reactant: C(N(CC)CC)C.CS(Cl)(=O)=O.[Cl:13][C:14]1[CH:19]=[CH:18][C:17]([S:20]([CH:23]([C:29]2[CH:34]=[C:33]([F:35])[CH:32]=[CH:31][C:30]=2[F:36])[CH:24](O)[CH2:25][CH2:26][CH3:27])(=[O:22])=[O:21])=[CH:16][CH:15]=1. The catalyst class is: 2. (4) Reactant: [CH3:1][C:2]1[CH:9]=[CH:8][C:5]([CH:6]=O)=[CH:4][N:3]=1.C(O)(=O)[CH2:11][C:12]([OH:14])=[O:13].N1CCCCC1. Product: [CH3:1][C:2]1[N:3]=[CH:4][C:5](/[CH:6]=[CH:11]/[C:12]([OH:14])=[O:13])=[CH:8][CH:9]=1. The catalyst class is: 17.